Dataset: Catalyst prediction with 721,799 reactions and 888 catalyst types from USPTO. Task: Predict which catalyst facilitates the given reaction. (1) Reactant: [F:1][C:2]1[CH:11]=[C:10]([F:12])[CH:9]=[C:8]2[C:3]=1[N:4]=[CH:5][C:6](=[O:13])[NH:7]2.FC1C=C2C(=C(F)C=1)NC(=O)C=N2.[H-].[Na+].CS(O[CH2:34][CH2:35][N:36]1[CH2:41][CH2:40][CH:39]([NH:42][C:43]([O:45][C:46]([CH3:49])([CH3:48])[CH3:47])=[O:44])[CH2:38][CH2:37]1)(=O)=O.COC1C=C2C(C=CC(=O)N2CCN2CCC(NC(=O)OC(C)(C)C)CC2)=CC=1. Product: [F:1][C:2]1[CH:11]=[C:10]([F:12])[CH:9]=[C:8]2[C:3]=1[N:4]=[CH:5][C:6](=[O:13])[N:7]2[CH2:34][CH2:35][N:36]1[CH2:41][CH2:40][CH:39]([NH:42][C:43](=[O:44])[O:45][C:46]([CH3:49])([CH3:48])[CH3:47])[CH2:38][CH2:37]1. The catalyst class is: 27. (2) Reactant: Br[CH2:2][C:3]1[N:8]([CH2:9][CH2:10][C:11]2[CH:20]=[CH:19][C:14]([C:15]([O:17][CH3:18])=[O:16])=[CH:13][CH:12]=2)[C:7](=[O:21])[C:6]([Cl:22])=[CH:5][C:4]=1[Cl:23].C(=O)([O-])[O-].[K+].[K+].Cl.[CH2:31]([C:33]1[CH:41]=[C:40]2[C:36]([CH2:37][CH2:38][NH:39]2)=[CH:35][CH:34]=1)[CH3:32].O. Product: [Cl:22][C:6]1[C:7](=[O:21])[N:8]([CH2:9][CH2:10][C:11]2[CH:20]=[CH:19][C:14]([C:15]([O:17][CH3:18])=[O:16])=[CH:13][CH:12]=2)[C:3]([CH2:2][N:39]2[C:40]3[C:36](=[CH:35][CH:34]=[C:33]([CH2:31][CH3:32])[CH:41]=3)[CH2:37][CH2:38]2)=[C:4]([Cl:23])[CH:5]=1. The catalyst class is: 514.